Dataset: NCI-60 drug combinations with 297,098 pairs across 59 cell lines. Task: Regression. Given two drug SMILES strings and cell line genomic features, predict the synergy score measuring deviation from expected non-interaction effect. Drug 1: CN(C)N=NC1=C(NC=N1)C(=O)N. Drug 2: CN(C(=O)NC(C=O)C(C(C(CO)O)O)O)N=O. Cell line: NCI-H322M. Synergy scores: CSS=-0.477, Synergy_ZIP=3.00, Synergy_Bliss=2.25, Synergy_Loewe=-0.651, Synergy_HSA=-0.808.